This data is from Reaction yield outcomes from USPTO patents with 853,638 reactions. The task is: Predict the reaction yield, written as a fraction of the theoretical maximum amount of product (1.0 means a 100% yield; for example, 0.34 means a 34% yield). The reactants are [F:1][C:2]([F:29])([F:28])[C:3]1[CH:8]=[CH:7][C:6]([C:9]2[O:10][C:11]3[C:16]([C:17](=[O:20])[C:18]=2[OH:19])=[C:15]([OH:21])[CH:14]=[C:13]([OH:22])[C:12]=3[CH2:23][CH:24]=[C:25]([CH3:27])[CH3:26])=[CH:5][CH:4]=1.[C:30](=O)([O-])[O-].[Cs+].[Cs+].C(Br)C=C(C)C.Cl. The catalyst is O. The product is [F:29][C:2]([F:1])([F:28])[C:3]1[CH:8]=[CH:7][C:6]([C:9]2[O:10][C:11]3[C:16]([C:17](=[O:20])[C:18]=2[O:19][CH3:30])=[C:15]([OH:21])[CH:14]=[C:13]([OH:22])[C:12]=3[CH2:23][CH:24]=[C:25]([CH3:26])[CH3:27])=[CH:5][CH:4]=1. The yield is 0.165.